From a dataset of Forward reaction prediction with 1.9M reactions from USPTO patents (1976-2016). Predict the product of the given reaction. Given the reactants Br[C:2]1[C:7]2[NH:8][C:9]([N:11]3[CH2:16][CH2:15][N:14]([C:17]4[C:22]([Cl:23])=[CH:21][CH:20]=[CH:19][N:18]=4)[CH2:13][C@H:12]3[CH3:24])=[N:10][C:6]=2[CH:5]=[C:4]([C:25]([F:28])([F:27])[F:26])[CH:3]=1.[F:29][C:30]([F:41])([F:40])[C:31]1[CH:36]=[CH:35][C:34](B(O)O)=[CH:33][CH:32]=1, predict the reaction product. The product is: [Cl:23][C:22]1[C:17]([N:14]2[CH2:15][CH2:16][N:11]([C:9]3[NH:8][C:7]4[C:2]([C:34]5[CH:35]=[CH:36][C:31]([C:30]([F:41])([F:40])[F:29])=[CH:32][CH:33]=5)=[CH:3][C:4]([C:25]([F:27])([F:28])[F:26])=[CH:5][C:6]=4[N:10]=3)[C@H:12]([CH3:24])[CH2:13]2)=[N:18][CH:19]=[CH:20][CH:21]=1.